This data is from Reaction yield outcomes from USPTO patents with 853,638 reactions. The task is: Predict the reaction yield, written as a fraction of the theoretical maximum amount of product (1.0 means a 100% yield; for example, 0.34 means a 34% yield). (1) The reactants are [CH:1]([NH2:3])=O.[NH2:4][C:5]1[C:13]([N+:14]([O-:16])=[O:15])=[CH:12][CH:11]=[CH:10][C:6]=1[C:7](O)=[O:8]. The catalyst is COC(O)C. The product is [N+:14]([C:13]1[CH:12]=[CH:11][CH:10]=[C:6]2[C:5]=1[N:4]=[CH:1][NH:3][C:7]2=[O:8])([O-:16])=[O:15]. The yield is 0.140. (2) The reactants are [C:1]12([CH2:9][CH:10]([NH:21]C(=O)OCC3C=CC=CC=3)[CH2:11][N:12]([CH3:20])[C:13]([O:15][C:16]([CH3:19])([CH3:18])[CH3:17])=[O:14])[CH2:8][CH2:7][CH:4]([CH2:5][CH2:6]1)[CH2:3][CH2:2]2. The catalyst is [OH-].[OH-].[Pd+2].CO. The product is [NH2:21][CH:10]([CH2:9][C:1]12[CH2:2][CH2:3][CH:4]([CH2:5][CH2:6]1)[CH2:7][CH2:8]2)[CH2:11][N:12]([CH3:20])[C:13](=[O:14])[O:15][C:16]([CH3:18])([CH3:19])[CH3:17]. The yield is 0.870.